Task: Predict which catalyst facilitates the given reaction.. Dataset: Catalyst prediction with 721,799 reactions and 888 catalyst types from USPTO (1) Reactant: [NH2:1][C:2]1[CH:3]=[C:4]([C:8]#[C:9][C:10]2[N:11]([CH2:23][CH3:24])[C:12]3[C:17]([C:18]=2[C:19]#[N:20])=[CH:16][CH:15]=[C:14]([O:21][CH3:22])[CH:13]=3)[CH:5]=[CH:6][CH:7]=1.[CH2:25]([N:27]=[C:28]=[O:29])[CH3:26]. Product: [C:19]([C:18]1[C:17]2[C:12](=[CH:13][C:14]([O:21][CH3:22])=[CH:15][CH:16]=2)[N:11]([CH2:23][CH3:24])[C:10]=1[C:9]#[C:8][C:4]1[CH:3]=[C:2]([NH:1][C:28]([NH:27][CH2:25][CH3:26])=[O:29])[CH:7]=[CH:6][CH:5]=1)#[N:20]. The catalyst class is: 436. (2) Reactant: Cl.[F:2][C:3]1[C:11]([F:12])=[C:10]2[C:6]([C:7]([NH2:21])=[N:8][N:9]2COCC[Si](C)(C)C)=[CH:5][C:4]=1[C:22]1[CH:27]=[CH:26][CH:25]=[CH:24][CH:23]=1. Product: [F:2][C:3]1[C:11]([F:12])=[C:10]2[C:6]([C:7]([NH2:21])=[N:8][NH:9]2)=[CH:5][C:4]=1[C:22]1[CH:27]=[CH:26][CH:25]=[CH:24][CH:23]=1. The catalyst class is: 5. (3) Reactant: [F:1][C:2]1[CH:7]=[CH:6][C:5]([C:8]2[N:9]=[CH:10][N:11]3[C:20]=2[CH:19]=[C:18]2[C@@:13]([CH3:32])([C@@H:14]([CH:21]([OH:31])[C:22]4[S:26][C:25]([C:27]([O:29][CH3:30])=[O:28])=[CH:24][CH:23]=4)[CH2:15][CH2:16][CH2:17]2)[CH2:12]3)=[CH:4][CH:3]=1.N1C=CC=CC=1.CC(OI1(OC(C)=O)(OC(C)=O)OC(=O)C2C=CC=CC1=2)=O. Product: [F:1][C:2]1[CH:7]=[CH:6][C:5]([C:8]2[N:9]=[CH:10][N:11]3[C:20]=2[CH:19]=[C:18]2[C@@:13]([CH3:32])([C@@H:14]([C:21]([C:22]4[S:26][C:25]([C:27]([O:29][CH3:30])=[O:28])=[CH:24][CH:23]=4)=[O:31])[CH2:15][CH2:16][CH2:17]2)[CH2:12]3)=[CH:4][CH:3]=1. The catalyst class is: 2. (4) Reactant: [CH2:1]([O:3][C:4](=[O:32])[CH2:5][CH2:6][NH:7][C:8]([NH:10][C:11]([C:19]1[CH:24]=[CH:23][C:22]([CH2:25][CH2:26][C:27]([CH3:30])([CH3:29])[CH3:28])=[C:21]([Cl:31])[CH:20]=1)([CH3:18])[CH:12]([CH:15]([CH3:17])[CH3:16])[CH:13]=C)=[O:9])[CH3:2].CSC. Product: [CH2:1]([O:3][C:4](=[O:32])[CH2:5][CH2:6][N:7]1[CH:13]=[C:12]([CH:15]([CH3:17])[CH3:16])[C:11]([C:19]2[CH:24]=[CH:23][C:22]([CH2:25][CH2:26][C:27]([CH3:29])([CH3:30])[CH3:28])=[C:21]([Cl:31])[CH:20]=2)([CH3:18])[NH:10][C:8]1=[O:9])[CH3:2]. The catalyst class is: 5. (5) Reactant: C(N(CC)CC)C.Br[CH2:9][CH2:10][CH2:11][OH:12].ClCCl.[CH3:16][O:17][C:18]1[C:19]([O:38][CH3:39])=[CH:20][C:21]2[S:25][C:24](/[CH:26]=[CH:27]/[CH:28]=[CH:29]/[C:30]3[CH:36]=[CH:35][C:33]([NH2:34])=[CH:32][CH:31]=3)=[N:23][C:22]=2[CH:37]=1. Product: [CH3:16][O:17][C:18]1[C:19]([O:38][CH3:39])=[CH:20][C:21]2[S:25][C:24](/[CH:26]=[CH:27]/[CH:28]=[CH:29]/[C:30]3[CH:36]=[CH:35][C:33]([NH:34][CH2:9][CH2:10][CH2:11][OH:12])=[CH:32][CH:31]=3)=[N:23][C:22]=2[CH:37]=1. The catalyst class is: 6. (6) The catalyst class is: 1. Reactant: Cl[C:2]1[CH:7]=[CH:6][C:5]([N+:8]([O-])=O)=[CH:4][N:3]=1.[CH3:11][N:12]([CH3:18])[CH:13]1[CH2:17][CH2:16][NH:15][CH2:14]1.C(N(CC)CC)C. Product: [CH3:11][N:12]([CH3:18])[CH:13]1[CH2:17][CH2:16][N:15]([C:2]2[N:3]=[CH:4][C:5]([NH2:8])=[CH:6][CH:7]=2)[CH2:14]1. (7) Reactant: [C:1]([NH:14][C@H:15]([C:24]([OH:26])=[O:25])[CH2:16][CH2:17][CH2:18][CH2:19][NH:20][N:21]=[C:22]=[S:23])(=[O:13])[CH2:2][CH2:3][CH2:4][CH2:5][CH2:6][CH2:7][CH2:8][CH2:9][CH2:10][CH2:11][CH3:12].[OH-].[Na+:28]. Product: [C:1]([NH:14][C@H:15]([C:24]([O-:26])=[O:25])[CH2:16][CH2:17][CH2:18][CH2:19][NH:20][N:21]=[C:22]=[S:23])(=[O:13])[CH2:2][CH2:3][CH2:4][CH2:5][CH2:6][CH2:7][CH2:8][CH2:9][CH2:10][CH2:11][CH3:12].[Na+:28]. The catalyst class is: 6. (8) Reactant: O[Li].O.C([O:6][C:7](=[O:24])[CH2:8][C:9]([NH:11][C:12]1[CH:13]=[N:14][C:15]([C:18]2[CH:23]=[CH:22][CH:21]=[CH:20][CH:19]=2)=[CH:16][CH:17]=1)=[O:10])C.C1COCC1.O. Product: [C:18]1([C:15]2[N:14]=[CH:13][C:12]([NH:11][C:9](=[O:10])[CH2:8][C:7]([OH:24])=[O:6])=[CH:17][CH:16]=2)[CH:19]=[CH:20][CH:21]=[CH:22][CH:23]=1. The catalyst class is: 5. (9) Reactant: P(Br)(Br)[Br:2].[C:5]([C:9]1[CH:10]=[C:11]([CH:38]=[C:39]([C:41]([CH3:44])([CH3:43])[CH3:42])[CH:40]=1)[CH:12]=[CH:13][C:14]1[CH:15]=[C:16]([CH:19]=[C:20]([CH:22]=[CH:23][C:24]2[CH:29]=[C:28]([C:30]([CH3:33])([CH3:32])[CH3:31])[CH:27]=[C:26]([C:34]([CH3:37])([CH3:36])[CH3:35])[CH:25]=2)[CH:21]=1)[CH2:17]O)([CH3:8])([CH3:7])[CH3:6].CC(O)C. Product: [C:5]([C:9]1[CH:10]=[C:11]([CH:38]=[C:39]([C:41]([CH3:44])([CH3:43])[CH3:42])[CH:40]=1)[CH:12]=[CH:13][C:14]1[CH:15]=[C:16]([CH:19]=[C:20]([CH:22]=[CH:23][C:24]2[CH:29]=[C:28]([C:30]([CH3:33])([CH3:32])[CH3:31])[CH:27]=[C:26]([C:34]([CH3:37])([CH3:36])[CH3:35])[CH:25]=2)[CH:21]=1)[CH2:17][Br:2])([CH3:8])([CH3:7])[CH3:6]. The catalyst class is: 4.